From a dataset of B-cell epitopes from IEDB database with 3,159 antigens for binding position prediction. Token-level Classification. Given an antigen amino acid sequence, predict which amino acid positions are active epitope sites capable of antibody binding. Output is a list of indices for active positions. (1) Given the antigen sequence: MSILEKITSSPSECAEHLTNKDSCLSKKIQKELTSFLEKKETLGCDSESCVITHPAVKAYAQQKGLDLSKELETRFKAPGPRNNTGLLTNFNIDETLQRWAIKYTKFFNCPFSMMDFERVHYKFNQVDMVKVYKGEELQYVEGKVVKRPCNTFGCVLNTDFSTGTGKHWVAIFVDMRGDCWSIEYFNSAGNSPPGPVIRWMERVKQQLLKIHHTVKTLAVTNIRHQRSQTECGPYSLFYIRARLDNVSYAHFISARITDEDMYKFRTHLFRIA, which amino acid positions are active epitope sites? The epitope positions are: [173, 174, 175, 176, 177, 178, 179, 180, 181, 182, 183, 184]. The amino acids at these positions are: VDMRGDCWSIEY. (2) The epitope positions are: [980, 981, 982, 983, 984, 985, 986, 987, 988, 989, 990, 991, 992, 993, 994, 995, 996, 997, 998, 999... (23 total positions)]. The amino acids at these positions are: HEYHNWLRSPFSRYSATCPNVLH. Given the antigen sequence: MENWSALELLPKVGIPTDFLTHVKTSAGEEMFEALRIYYGDDPERYNIHFEAIFGTFCNRLEWVYFLTSGLAAAAHAIKFHDLNKLTTGKMLFHVQVPRVASGAGLPTSRQTTIMVTKYSEKSPITIPFELSAACLTYLRETFEGTILDKILNVEAMHTVLRALKNTADAMERGLIHSFLQTLLRKAPPYFVVQTLVENATLARQALNRIQRSNILQSFKAKMLATLFLLNRTRDRDYVLKFLTRLAEAATDSILDNPTTYTTSSGAKISGVMVSTANVMQIIMSLLSSHITKETVSAPATYGNFVLSPENAVTAISYHSILADFNSYKAHLTSGQPHLPNDSLSQAGAHSLTPLSMDVIRLGEKTVIMENLRRVYKNTDTKDPLERNVDLTFFFPVGLYLPEDRGYTTVESKVKLNDTVRNALPTTAYLLNRDRAVQKIDFVDALKTLCHPVLHEPAPCLQTFTERGPPSEPAMQRLLECRFQQEPMGGAARRIPHFYR..., which amino acid positions are active epitope sites? (3) Given the antigen sequence: MVYQELDCWHYHQYCITSTRTEVAKYVNWTRFKDNCTWQQWERELHGHDENLTMLLKESARMTQLAKGLTRRIPEVWESLKEVFDWSGWFSWLK, which amino acid positions are active epitope sites? The epitope positions are: [3, 4, 5, 6, 7, 8, 9, 10, 11, 12, 13, 14, 15, 16, 17]. The amino acids at these positions are: QELDCWHYHQYCITS. (4) The epitope positions are: [26, 27, 28, 29, 30, 31, 32, 33, 34, 35, 36, 37, 38, 39, 40]. The amino acids at these positions are: SVEVRKRRWVTFCSA. Given the antigen sequence: MGQAVTTPLSLTLDHWKDVERTAHNLSVEVRKRRWVTFCSAEWPTFNVGWPRDGTFNPDIITQVKIKVFSPGPHGHPDQVPYIVTWEAIAVDPPPWVRPFVHPKPPLSLPPSAPSLPPEPPLSTPPQSSLYPALTSPLNTKPRPQVLPDSGGPLIDLLTEDPPPYRDPGPPSPDGNGDSGEVAPTEGAPDPSPMVSRLRGRKEPPVADSTTSQAFPLRLGGNGQYQYWPFSSSDLYNWKNNNPSFSEDPAKLTALIESVLLTHQPTWDDCQQLLGTLLTGEEKQRVLLEARKAVRGEDGRPTQLPNDINDAFPLERPDWDYNTQRGRNHLVHYRQLLLAGLQNAGRSPTNLAKVKGITQGPNESPSAFLERLKEAYRRYTPYDPEDPGQETNVAMSFIWQSAPDIGRKLERLEDLKSKTLGDLVREAEKIFNKRETPEEREERIRRETEEKEERRRAEDVQREKERDRRRHREMSKLLATVVSGQRQDRQGGERRRPQLD..., which amino acid positions are active epitope sites? (5) Given the antigen sequence: MASTEGANNMPKQVEVRMHDSHLSSEEPKHRNLGMRMCDKLGKNLLLSLTVFGVILGAVCGGLLRLAAPIHPDVVMLIAFPGDILMRMLKMLILPLIISSLITGLSGLDAKASGRLGTRAMVYYMSTTIIAAVLGVILVLAIHPGNPKLKKQLGPGKKNDEVSSLDAFLDLIRNLFPENLVQACFQQIQTVTKKVLVAPPSEEANTTKAVISLLNETMNEAPEETKIVIKKGLEFKDGMNVLGLIGFFIAFGIAMGKMGVAGQADGGVLQHSERDCHEVSDHDHVVFPAGIACLICGKIIAIKDLEVVARQLGMYMITVIVGLIIHGGIFLPLIYFVVTRKNPFSFFAGIFQAWITALGTASSAGTLPVTFRCLEDNLGIDKRVTRFVLPVGATINMDGTALYEAVAAIFIAQMNGVILDGGQIVTVSLTATLASIGAASIPSAGLVTMLLILTAVGLPTEDISLLVAVDWLLDRMRTSVNVVGDSFGAGIVYHLSKSEL..., which amino acid positions are active epitope sites? The epitope positions are: [517, 518, 519, 520, 521, 522, 523, 524, 525, 526, 527, 528, 529, 530, 531, 532, 533, 534, 535]. The amino acids at these positions are: TQSVYDDTKNHRESNSNQC. (6) Given the antigen sequence: GQQHWTFANSATHAGCTNPIILEWEAGKIIMITSCESDRRRVYESTDKGNTWTEALGTLSRVWSNSLAGLGLHIQSGFITATIGGKKVILLTQLEYSRHDSKGEIRLWLTDANRIYNVGLLATGYGATSSSLLYADDRLYCLYEASGGSDSGAFFLDLTSELQRIRHALDTWAAKDNALGKCSSIASDAALSRWGCSVPFPTAGLVGHLADRFSGHKWEDEYLGVNAVVRGATKKVPSGLTFEGQGAGAEWPVDKQWPTRPLHFANYGFTLAATVSIHEVPKGITPLMGLKRMGTTTLLGLSYDKNMEWSVVNDLFPKHFTAWEVDKTYHVVLKMHDGVGSVYVDGTLLWNMRLKNSFNEGLGTVSHFYFGAYDEQLSSGKIHATVANVFLYNRPLNETEIGALNASKVTIPPPERKPVPAAAATSSSVEPANERVTTNTQPTVPSPATAGPQQTDQTTLNASSVPSGGAPSKPAEPKSAEPEPAEPKSAGPKPAEPKSA..., which amino acid positions are active epitope sites? The epitope positions are: [494, 495, 496, 497, 498, 499, 500, 501, 502, 503, 504, 505, 506, 507, 508]. The amino acids at these positions are: AEPKSAEPKPAEPKS. (7) Given the antigen sequence: MENITSGFLGPLLVLQAGFFLLTRILTIPQSLDSWWTSLNFLGGTTVCLGQNSQSPISNHSPTSCPPTCPGYRWMCLRRFIIFLFILLLCLIFLLVLLDYQGMLPVCPLIPGSSTTSTGSCRTCTTPAQGISMYPSCCCTKPSDGNCTCIPIPSSWAFGKFLWEWASARFSWLSLLVPFVQWFVGLSPIVWLSVIWMMWYWGPSLYSILSPFLPLLPIFFCLWAYI, which amino acid positions are active epitope sites? The epitope positions are: [120, 121, 122, 123, 124, 125, 126, 127, 128]. The amino acids at these positions are: CRTCTTPAQ.